The task is: Regression. Given two drug SMILES strings and cell line genomic features, predict the synergy score measuring deviation from expected non-interaction effect.. This data is from NCI-60 drug combinations with 297,098 pairs across 59 cell lines. (1) Drug 1: CN(CC1=CN=C2C(=N1)C(=NC(=N2)N)N)C3=CC=C(C=C3)C(=O)NC(CCC(=O)O)C(=O)O. Drug 2: CC1CCC2CC(C(=CC=CC=CC(CC(C(=O)C(C(C(=CC(C(=O)CC(OC(=O)C3CCCCN3C(=O)C(=O)C1(O2)O)C(C)CC4CCC(C(C4)OC)OP(=O)(C)C)C)C)O)OC)C)C)C)OC. Cell line: NCI-H460. Synergy scores: CSS=38.3, Synergy_ZIP=0.557, Synergy_Bliss=-1.52, Synergy_Loewe=-0.398, Synergy_HSA=-0.262. (2) Drug 1: CCCCC(=O)OCC(=O)C1(CC(C2=C(C1)C(=C3C(=C2O)C(=O)C4=C(C3=O)C=CC=C4OC)O)OC5CC(C(C(O5)C)O)NC(=O)C(F)(F)F)O. Drug 2: C1=NC(=NC(=O)N1C2C(C(C(O2)CO)O)O)N. Cell line: SNB-19. Synergy scores: CSS=43.6, Synergy_ZIP=-2.69, Synergy_Bliss=-0.261, Synergy_Loewe=-4.71, Synergy_HSA=-0.660. (3) Drug 1: C1CCN(CC1)CCOC2=CC=C(C=C2)C(=O)C3=C(SC4=C3C=CC(=C4)O)C5=CC=C(C=C5)O. Drug 2: C1=NC2=C(N1)C(=S)N=C(N2)N. Cell line: SK-MEL-2. Synergy scores: CSS=13.6, Synergy_ZIP=-3.45, Synergy_Bliss=-0.901, Synergy_Loewe=-4.65, Synergy_HSA=-4.81. (4) Drug 1: CC(C1=C(C=CC(=C1Cl)F)Cl)OC2=C(N=CC(=C2)C3=CN(N=C3)C4CCNCC4)N. Drug 2: CC1C(C(CC(O1)OC2CC(OC(C2O)C)OC3=CC4=CC5=C(C(=O)C(C(C5)C(C(=O)C(C(C)O)O)OC)OC6CC(C(C(O6)C)O)OC7CC(C(C(O7)C)O)OC8CC(C(C(O8)C)O)(C)O)C(=C4C(=C3C)O)O)O)O. Cell line: HL-60(TB). Synergy scores: CSS=32.2, Synergy_ZIP=7.17, Synergy_Bliss=6.62, Synergy_Loewe=2.90, Synergy_HSA=1.49. (5) Drug 1: C1=C(C(=O)NC(=O)N1)F. Drug 2: C1=CC(=CC=C1CC(C(=O)O)N)N(CCCl)CCCl.Cl. Cell line: SK-OV-3. Synergy scores: CSS=33.5, Synergy_ZIP=7.09, Synergy_Bliss=8.12, Synergy_Loewe=9.23, Synergy_HSA=10.2.